Task: Predict which catalyst facilitates the given reaction.. Dataset: Catalyst prediction with 721,799 reactions and 888 catalyst types from USPTO (1) Reactant: Cl.O.[OH:3][C:4]12[C:15]3[C:10](=[C:11]([N+:16]([O-])=O)[CH:12]=[CH:13][CH:14]=3)[C:9](=[O:19])[C:8]1([NH:20][C:21]([C:23]1[N:24]=[CH:25][N:26]([CH3:28])[CH:27]=1)=[O:22])[C:7]1[CH:29]=[CH:30][C:31]([CH:33]([CH3:35])[CH3:34])=[CH:32][C:6]=1[O:5]2. Product: [NH2:16][C:11]1[CH:12]=[CH:13][CH:14]=[C:15]2[C:10]=1[C:9](=[O:19])[C:8]1([NH:20][C:21]([C:23]3[N:24]=[CH:25][N:26]([CH3:28])[CH:27]=3)=[O:22])[C:7]3[CH:29]=[CH:30][C:31]([CH:33]([CH3:35])[CH3:34])=[CH:32][C:6]=3[O:5][C:4]12[OH:3]. The catalyst class is: 186. (2) Reactant: Br[C:2]1[CH:7]=[CH:6][C:5]([Cl:8])=[C:4]([O:9][CH:10]([CH3:12])[CH3:11])[CH:3]=1.C([N:20]1[CH2:25][CH2:24][NH:23][CH2:22][CH2:21]1)(OC(C)(C)C)=O.CC(C)([O-])C.[Na+]. Product: [Cl:8][C:5]1[CH:6]=[CH:7][C:2]([N:20]2[CH2:25][CH2:24][NH:23][CH2:22][CH2:21]2)=[CH:3][C:4]=1[O:9][CH:10]([CH3:12])[CH3:11]. The catalyst class is: 110. (3) Product: [CH3:15][O:14][C:9]1[CH:10]=[CH:11][CH:12]=[CH:13][C:8]=1[C:6]1[N:5]=[CH:4][N:3]=[C:2]([NH:16][NH2:17])[CH:7]=1. Reactant: Cl[C:2]1[CH:7]=[C:6]([C:8]2[CH:13]=[CH:12][CH:11]=[CH:10][C:9]=2[O:14][CH3:15])[N:5]=[CH:4][N:3]=1.[NH2:16][NH2:17].C(=O)([O-])[O-].[K+].[K+]. The catalyst class is: 12. (4) Reactant: Br[C:2]1[CH:3]=[C:4]([CH:17]=[CH:18][C:19]=1[F:20])[CH2:5][C:6]1[C:15]2[CH2:14][CH2:13][CH2:12][CH2:11][C:10]=2[C:9](=[O:16])[NH:8][N:7]=1.[Cu][C:22]#[N:23]. Product: [F:20][C:19]1[CH:18]=[CH:17][C:4]([CH2:5][C:6]2[C:15]3[CH2:14][CH2:13][CH2:12][CH2:11][C:10]=3[C:9](=[O:16])[NH:8][N:7]=2)=[CH:3][C:2]=1[C:22]#[N:23]. The catalyst class is: 3. (5) The catalyst class is: 172. Reactant: [CH2:1]([O:8][CH2:9][CH2:10][O:11][CH:12]1[CH:16]2[O:17][CH2:18][CH:19]([OH:20])[CH:15]2[O:14][CH2:13]1)[C:2]1[CH:7]=[CH:6][CH:5]=[CH:4][CH:3]=1.C(N(CC)CC)C.[CH3:28][S:29](Cl)(=[O:31])=[O:30]. Product: [CH3:28][S:29]([O:20][CH:19]1[CH2:18][O:17][CH:16]2[CH:12]([O:11][CH2:10][CH2:9][O:8][CH2:1][C:2]3[CH:7]=[CH:6][CH:5]=[CH:4][CH:3]=3)[CH2:13][O:14][CH:15]12)(=[O:31])=[O:30]. (6) Reactant: [CH:1]([NH:4][C:5](=[O:25])[O:6][CH2:7][C:8]1([CH2:20][CH2:21][CH:22]([CH3:24])[CH3:23])[C:17]2[C:12](=[CH:13][CH:14]=[CH:15][CH:16]=2)[CH2:11][CH:10]=[C:9]1[O:18][CH3:19])([CH3:3])[CH3:2].[Cr](O[Cr]([O-])(=O)=O)([O-])(=O)=[O:27].[NH+]1C=CC=CC=1.[NH+]1C=CC=CC=1.C(OOC(C)(C)C)(C)(C)C.O. Product: [CH:1]([NH:4][C:5](=[O:25])[O:6][CH2:7][C:8]1([CH2:20][CH2:21][CH:22]([CH3:24])[CH3:23])[C:17]2[C:12](=[CH:13][CH:14]=[CH:15][CH:16]=2)[C:11](=[O:27])[CH:10]=[C:9]1[O:18][CH3:19])([CH3:3])[CH3:2]. The catalyst class is: 48.